From a dataset of Forward reaction prediction with 1.9M reactions from USPTO patents (1976-2016). Predict the product of the given reaction. (1) Given the reactants [F:1][C:2]1[CH:7]=[CH:6][C:5]([N:8]2[C:16]3[C:11](=[CH:12][C:13]([C:18](OC)=[O:19])=[C:14]([CH3:17])[CH:15]=3)[CH:10]=[N:9]2)=[CH:4][CH:3]=1.[Li+].[BH4-], predict the reaction product. The product is: [F:1][C:2]1[CH:3]=[CH:4][C:5]([N:8]2[C:16]3[C:11](=[CH:12][C:13]([CH2:18][OH:19])=[C:14]([CH3:17])[CH:15]=3)[CH:10]=[N:9]2)=[CH:6][CH:7]=1. (2) Given the reactants [C:1]1([CH3:24])[CH:6]=[CH:5][CH:4]=[C:3]([S:7]([N:10]2[CH2:19][CH2:18][CH2:17][C:16]3[N:15]=[CH:14][C:13]([C:20]([O:22]C)=[O:21])=[CH:12][C:11]2=3)(=[O:9])=[O:8])[CH:2]=1.[OH-].[Na+].C(O)(=O)CC(CC(O)=O)(C(O)=O)O, predict the reaction product. The product is: [C:1]1([CH3:24])[CH:6]=[CH:5][CH:4]=[C:3]([S:7]([N:10]2[CH2:19][CH2:18][CH2:17][C:16]3[N:15]=[CH:14][C:13]([C:20]([OH:22])=[O:21])=[CH:12][C:11]2=3)(=[O:9])=[O:8])[CH:2]=1. (3) Given the reactants Br[C:2]1[C:15]2[C:16]3=[C:17]4[C:12](=[CH:13][CH:14]=2)[CH:11]=[CH:10][CH:9]=[C:8]4[CH:7]=[CH:6][C:5]3=[CH:4][CH:3]=1.C([Li])CCC.B(OC)(OC)OC.[Cl:30][C:31]1[C:32](Br)=[C:33]([CH:39]=[CH:40][C:41]=1[C:42]([O:44][CH2:45][CH3:46])=[O:43])[C:34]([O:36][CH2:37][CH3:38])=[O:35].C([O-])([O-])=O.[Na+].[Na+], predict the reaction product. The product is: [Cl:30][C:31]1[CH:32]=[C:33]([C:34]([O:36][CH2:37][CH3:38])=[O:35])[C:39]([C:9]2[C:8]3[C:17]4=[C:16]5[C:5](=[CH:6][CH:7]=3)[CH:4]=[CH:3][CH:2]=[C:15]5[CH:14]=[CH:13][C:12]4=[CH:11][CH:10]=2)=[CH:40][C:41]=1[C:42]([O:44][CH2:45][CH3:46])=[O:43]. (4) Given the reactants Cl[S:2]([C:5]1[CH:14]=[CH:13][C:8]([C:9]([O:11][CH3:12])=[O:10])=[CH:7][CH:6]=1)(=[O:4])=[O:3].[CH2:15]([N:17]1[CH:25]=[C:24]2[C:19]([CH:20]=[CH:21][C:22]([CH2:26][NH2:27])=[CH:23]2)=[N:18]1)[CH3:16], predict the reaction product. The product is: [CH2:15]([N:17]1[CH:25]=[C:24]2[C:19]([CH:20]=[CH:21][C:22]([CH2:26][NH:27][S:2]([C:5]3[CH:14]=[CH:13][C:8]([C:9]([O:11][CH3:12])=[O:10])=[CH:7][CH:6]=3)(=[O:4])=[O:3])=[CH:23]2)=[N:18]1)[CH3:16].